From a dataset of Full USPTO retrosynthesis dataset with 1.9M reactions from patents (1976-2016). Predict the reactants needed to synthesize the given product. (1) Given the product [Cl:8][C:7]1[CH:6]=[CH:5][N:4]=[CH:3][C:2]=1[C:14]1([OH:18])[CH2:17][CH2:16][CH2:15]1, predict the reactants needed to synthesize it. The reactants are: Br[C:2]1[CH:3]=[N:4][CH:5]=[CH:6][C:7]=1[Cl:8].C([Mg]Cl)(C)C.[C:14]1(=[O:18])[CH2:17][CH2:16][CH2:15]1. (2) Given the product [Br:13][C:14]1[CH:19]=[CH:18][C:17]([O:1][CH:2]2[CH2:3][N:4]([C:6]([O:8][C:9]([CH3:12])([CH3:11])[CH3:10])=[O:7])[CH2:5]2)=[CH:16][CH:15]=1, predict the reactants needed to synthesize it. The reactants are: [OH:1][CH:2]1[CH2:5][N:4]([C:6]([O:8][C:9]([CH3:12])([CH3:11])[CH3:10])=[O:7])[CH2:3]1.[Br:13][C:14]1[CH:19]=[CH:18][C:17](O)=[CH:16][CH:15]=1.C1(P(C2C=CC=CC=2)C2C=CC=CC=2)C=CC=CC=1.CC(OC(/N=N/C(OC(C)C)=O)=O)C. (3) Given the product [Cl:1][C:2]1[CH:3]=[CH:4][C:5]2[C:6]3[C:11]([CH:12]([CH3:16])[N:13]([S:42]([C:39]4[CH:40]=[CH:41][C:36]([OH:35])=[CH:37][CH:38]=4)(=[O:44])=[O:43])[C:14]=2[CH:15]=1)=[CH:10][CH:9]=[CH:8][CH:7]=3, predict the reactants needed to synthesize it. The reactants are: [Cl:1][C:2]1[CH:3]=[CH:4][C:5]2[C:14]([CH:15]=1)=[N:13][C:12]([CH3:16])=[C:11]1[C:6]=2[CH:7]=[CH:8][CH:9]=[CH:10]1.[BH4-].[Na+].FC(F)(F)C(O)=O.C(=O)(O)[O-].[Na+].C(OC(=O)[O:35][C:36]1[CH:41]=[CH:40][C:39]([S:42](Cl)(=[O:44])=[O:43])=[CH:38][CH:37]=1)C.[OH-].[Na+]. (4) Given the product [F:14][C:2]([F:1])([F:13])[C:3]([N:5]1[CH2:10][CH2:9][CH2:8][CH:7]([CH2:11][O:12][CH2:25][C:24]2[CH:27]=[CH:28][C:21]([O:20][C:19]3[CH:29]=[CH:30][C:16]([F:15])=[CH:17][CH:18]=3)=[CH:22][CH:23]=2)[CH2:6]1)=[O:4], predict the reactants needed to synthesize it. The reactants are: [F:1][C:2]([F:14])([F:13])[C:3]([N:5]1[CH2:10][CH2:9][CH2:8][CH:7]([CH2:11][OH:12])[CH2:6]1)=[O:4].[F:15][C:16]1[CH:30]=[CH:29][C:19]([O:20][C:21]2[CH:28]=[CH:27][C:24]([CH2:25]Cl)=[CH:23][CH:22]=2)=[CH:18][CH:17]=1. (5) Given the product [F:27][C:21]1[CH:22]=[C:23]([F:26])[CH:24]=[CH:25][C:20]=1[N:16]1[C:15]([C:9]2[S:8][C:7]3[C:6]4[N:28]=[C:2]([N:35]5[CH2:36][CH2:37][CH:32]([OH:31])[CH2:33][CH2:34]5)[CH:3]=[CH:4][C:5]=4[O:14][CH2:13][CH2:12][C:11]=3[CH:10]=2)=[N:19][CH:18]=[N:17]1, predict the reactants needed to synthesize it. The reactants are: Cl[C:2]1[CH:3]=[CH:4][C:5]2[O:14][CH2:13][CH2:12][C:11]3[CH:10]=[C:9]([C:15]4[N:16]([C:20]5[CH:25]=[CH:24][C:23]([F:26])=[CH:22][C:21]=5[F:27])[N:17]=[CH:18][N:19]=4)[S:8][C:7]=3[C:6]=2[N:28]=1.C[Si](C)(C)[O:31][CH:32]1[CH2:37][CH2:36][NH:35][CH2:34][CH2:33]1.C(N1CCN2CCN(CCCC)P1N(CCCC)CC2)CCC.CC(C)([O-])C. (6) The reactants are: [CH2:1]([N:8]1[CH2:13][CH2:12][CH:11]([NH:14][C:15](=[O:21])[CH2:16][CH2:17][CH2:18][CH2:19]Br)[CH2:10][CH2:9]1)[C:2]1[CH:7]=[CH:6][CH:5]=[CH:4][CH:3]=1.[H-].[Na+]. Given the product [CH2:1]([N:8]1[CH2:13][CH2:12][CH:11]([N:14]2[CH2:19][CH2:18][CH2:17][CH2:16][C:15]2=[O:21])[CH2:10][CH2:9]1)[C:2]1[CH:7]=[CH:6][CH:5]=[CH:4][CH:3]=1, predict the reactants needed to synthesize it. (7) Given the product [CH:1]1([C:6]2[CH:7]=[C:8]([C:18]([NH:21][N:22]3[CH2:26][CH2:25][CH2:24][C:23]3=[O:27])=[O:20])[CH:9]=[N:10][C:11]=2[O:12][CH2:13][C:14]([F:15])([F:16])[F:17])[CH2:2][CH2:3][CH2:4][CH2:5]1, predict the reactants needed to synthesize it. The reactants are: [CH:1]1([C:6]2[CH:7]=[C:8]([C:18]([OH:20])=O)[CH:9]=[N:10][C:11]=2[O:12][CH2:13][C:14]([F:17])([F:16])[F:15])[CH2:5][CH2:4][CH2:3][CH2:2]1.[NH2:21][N:22]1[CH2:26][CH2:25][CH2:24][C:23]1=[O:27].